Dataset: Catalyst prediction with 721,799 reactions and 888 catalyst types from USPTO. Task: Predict which catalyst facilitates the given reaction. (1) Reactant: [CH3:1][O:2][C:3]1[CH:4]=[C:5]2[C:10](=[CH:11][CH:12]=1)[O:9][CH2:8][CH:7]([C:13]#[N:14])[CH2:6]2.[H-].[Al+3].[Li+].[H-].[H-].[H-]. Product: [CH3:1][O:2][C:3]1[CH:4]=[C:5]2[C:10](=[CH:11][CH:12]=1)[O:9][CH2:8][CH:7]([CH2:13][NH2:14])[CH2:6]2. The catalyst class is: 28. (2) Reactant: C([N:8]1[C:12]([C:13]([OH:15])=[O:14])=[CH:11][C:10]([C:16]([F:19])([F:18])[F:17])=[N:9]1)C1C=CC=CC=1.[Na]. Product: [F:19][C:16]([F:17])([F:18])[C:10]1[CH:11]=[C:12]([C:13]([OH:15])=[O:14])[NH:8][N:9]=1. The catalyst class is: 328. (3) Reactant: [CH3:1][C:2]1[CH:3]=[C:4]([C:8]2[CH:13]=[C:12]([C:14]([O-:16])=O)[C:11]([C:17]3[S:18][CH:19]=[CH:20][N:21]=3)=[CH:10][N:9]=2)[CH:5]=[N:6][CH:7]=1.[K+].[CH3:23][O:24][C:25]1[C:30]([O:31][CH3:32])=[CH:29][CH:28]=[C:27]([CH2:33][NH2:34])[N:26]=1.C(Cl)CCl.ON1C2N=CC=CC=2N=N1.C(N(C(C)C)CC)(C)C. Product: [CH3:32][O:31][C:30]1[CH:29]=[CH:28][C:27]([CH2:33][NH:34][C:14]([C:12]2[C:11]([C:17]3[S:18][CH:19]=[CH:20][N:21]=3)=[CH:10][N:9]=[C:8]([C:4]3[CH:5]=[N:6][CH:7]=[C:2]([CH3:1])[CH:3]=3)[CH:13]=2)=[O:16])=[N:26][C:25]=1[O:24][CH3:23]. The catalyst class is: 3. (4) Reactant: Cl[C:2]1[N:11]=[C:10]([NH:12][CH3:13])[C:9]2[C:4](=[CH:5][CH:6]=[C:7]([Cl:14])[CH:8]=2)[N:3]=1.[CH:15]([N:18]([CH:21]([CH3:23])C)[CH2:19][CH3:20])(C)C.[NH:24]1CCCNC[CH2:25]1. Product: [Cl:14][C:7]1[CH:8]=[C:9]2[C:4](=[CH:5][CH:6]=1)[N:3]=[C:2]([N:24]1[CH2:25][CH2:23][CH2:21][N:18]([CH3:15])[CH2:19][CH2:20]1)[N:11]=[C:10]2[NH:12][CH3:13]. The catalyst class is: 60.